This data is from Forward reaction prediction with 1.9M reactions from USPTO patents (1976-2016). The task is: Predict the product of the given reaction. (1) Given the reactants CC1C=CC(S(O)(=O)=O)=CC=1.[CH3:12][C:13]1[CH:14]=[C:15]([C:20]2[CH:29]=[CH:28][C:27]3[C:22](=[CH:23][CH:24]=[CH:25][C:26]=3[C:30]3[CH:35]=[CH:34][CH:33]=[CH:32][C:31]=3[C:36]([CH3:38])=[CH2:37])[N:21]=2)[CH:16]=[C:17]([CH3:19])[CH:18]=1.C(=O)([O-])[O-].[K+].[K+], predict the reaction product. The product is: [CH3:12][C:13]1[CH:14]=[C:15]([C:20]2[CH:29]=[CH:28][C:27]3[C:26]4[C:30]5[C:31]([C:36]([CH3:38])([CH3:37])[C:25]=4[CH:24]=[CH:23][C:22]=3[N:21]=2)=[CH:32][CH:33]=[CH:34][CH:35]=5)[CH:16]=[C:17]([CH3:19])[CH:18]=1. (2) Given the reactants Br[C:2]1[C:10]2[C:9]([NH:11][C@H:12]([C:14]3[N:19]([C:20]4[CH:25]=[CH:24][CH:23]=[CH:22][CH:21]=4)[C:18](=[O:26])[C:17]4=[C:27]([CH3:30])[CH:28]=[CH:29][N:16]4[N:15]=3)[CH3:13])=[N:8][CH:7]=[N:6][C:5]=2[N:4]([CH2:31][O:32][CH2:33][CH2:34][Si:35]([CH3:38])([CH3:37])[CH3:36])[CH:3]=1.[CH3:39][N:40]1[C:44](B2OC(C)(C)C(C)(C)O2)=[CH:43][C:42]([C:54]([F:57])([F:56])[F:55])=[N:41]1.C(=O)([O-])[O-].[Na+].[Na+], predict the reaction product. The product is: [CH3:30][C:27]1[CH:28]=[CH:29][N:16]2[C:17]=1[C:18](=[O:26])[N:19]([C:20]1[CH:25]=[CH:24][CH:23]=[CH:22][CH:21]=1)[C:14]([C@@H:12]([NH:11][C:9]1[C:10]3[C:2]([C:44]4[N:40]([CH3:39])[N:41]=[C:42]([C:54]([F:57])([F:56])[F:55])[CH:43]=4)=[CH:3][N:4]([CH2:31][O:32][CH2:33][CH2:34][Si:35]([CH3:38])([CH3:37])[CH3:36])[C:5]=3[N:6]=[CH:7][N:8]=1)[CH3:13])=[N:15]2. (3) Given the reactants [OH:1][C:2]1([CH2:15][CH:16]=O)[CH2:14][CH2:13][C:5]2([O:10][CH2:9][C:8]([CH3:12])([CH3:11])[CH2:7][O:6]2)[CH2:4][CH2:3]1.[Br:18][C:19]1[CH:24]=[CH:23][C:22]([C@@H:25]([NH2:27])[CH3:26])=[CH:21][CH:20]=1, predict the reaction product. The product is: [Br:18][C:19]1[CH:24]=[CH:23][C:22]([C@@H:25]([NH:27][CH2:16][CH2:15][C:2]2([OH:1])[CH2:3][CH2:4][C:5]3([O:10][CH2:9][C:8]([CH3:12])([CH3:11])[CH2:7][O:6]3)[CH2:13][CH2:14]2)[CH3:26])=[CH:21][CH:20]=1. (4) Given the reactants [CH2:1]([N:8]([C@H:33]([C:35]1[CH:40]=[CH:39][CH:38]=[CH:37][CH:36]=1)[CH3:34])[C@@H:9]([C:18]1[CH:23]=[CH:22][CH:21]=[C:20]([CH2:24][O:25][Si:26]([C:29]([CH3:32])([CH3:31])[CH3:30])([CH3:28])[CH3:27])[CH:19]=1)[CH2:10][C:11](OC(C)(C)C)=[O:12])[C:2]1[CH:7]=[CH:6][CH:5]=[CH:4][CH:3]=1.[H-].[H-].[H-].[H-].[Li+].[Al+3].O.[OH-].[Na+], predict the reaction product. The product is: [CH2:1]([N:8]([C@H:33]([C:35]1[CH:36]=[CH:37][CH:38]=[CH:39][CH:40]=1)[CH3:34])[C@@H:9]([C:18]1[CH:23]=[CH:22][CH:21]=[C:20]([CH2:24][O:25][Si:26]([C:29]([CH3:31])([CH3:32])[CH3:30])([CH3:28])[CH3:27])[CH:19]=1)[CH2:10][CH2:11][OH:12])[C:2]1[CH:7]=[CH:6][CH:5]=[CH:4][CH:3]=1. (5) Given the reactants [NH2:1][C:2]1[CH:7]=[CH:6][C:5]([Br:8])=[CH:4][C:3]=1[C:9]1([OH:15])[CH2:14][CH2:13][CH2:12][CH2:11][CH2:10]1.[C:16](C1NC=CN=1)(C1NC=CN=1)=[O:17], predict the reaction product. The product is: [Br:8][C:5]1[CH:6]=[CH:7][C:2]2[NH:1][C:16](=[O:17])[O:15][C:9]3([CH2:14][CH2:13][CH2:12][CH2:11][CH2:10]3)[C:3]=2[CH:4]=1. (6) Given the reactants Br[C:2]1[CH:3]=[CH:4][C:5]([C:8]([OH:10])=O)=[N:6][CH:7]=1.[NH2:11]C1C=CC=CC=1.F[B-](F)(F)F.N1(OC(N(C)C)=[N+](C)C)C2C=CC=CC=2N=N1.C(N(CC)CC)C, predict the reaction product. The product is: [N:6]1[CH:7]=[CH:2][CH:3]=[CH:4][C:5]=1[C:8]([NH2:11])=[O:10]. (7) Given the reactants [CH2:1]([O:3][CH:4]([O:22][CH2:23][CH3:24])[C:5]1[CH:10]=[CH:9][C:8]([C:11]#[C:12][CH2:13][NH:14][C:15]2[CH:20]=[CH:19][C:18]([F:21])=[CH:17][CH:16]=2)=[CH:7][CH:6]=1)[CH3:2].CC1(C)C2CC1CCC2NS(C1C=CC(C#CCCO)=CC=1)(=O)=O, predict the reaction product. The product is: [CH2:1]([O:3][CH:4]([O:22][CH2:23][CH3:24])[C:5]1[CH:6]=[CH:7][C:8]([CH2:11][CH2:12][CH2:13][NH:14][C:15]2[CH:16]=[CH:17][C:18]([F:21])=[CH:19][CH:20]=2)=[CH:9][CH:10]=1)[CH3:2]. (8) Given the reactants [CH2:1]([O:8][C:9]1[C:17]([F:18])=[CH:16][CH:15]=[C:14]2[C:10]=1[C:11]([C:19](=O)[C:20]([N:22]([CH3:24])[CH3:23])=O)=[CH:12][NH:13]2)[C:2]1[CH:7]=[CH:6][CH:5]=[CH:4][CH:3]=1.[H-].[H-].[H-].[H-].[Li+].[Al+3], predict the reaction product. The product is: [CH2:1]([O:8][C:9]1[C:17]([F:18])=[CH:16][CH:15]=[C:14]2[C:10]=1[C:11]([CH2:19][CH2:20][N:22]([CH3:23])[CH3:24])=[CH:12][NH:13]2)[C:2]1[CH:3]=[CH:4][CH:5]=[CH:6][CH:7]=1. (9) Given the reactants I[C:2]1[CH:10]=[CH:9][CH:8]=[CH:7][C:3]=1[C:4]([OH:6])=[O:5].C(=O)([O-])[O-].[Cs+].[Cs+].CC(N(C)C)=O.[NH:23]1[CH:27]=[N:26][N:25]=[N:24]1, predict the reaction product. The product is: [N:23]1[N:24]([C:2]2[CH:10]=[CH:9][CH:8]=[CH:7][C:3]=2[C:4]([OH:6])=[O:5])[N:25]=[N:26][CH:27]=1. (10) Given the reactants C1(S([N:10]2[C:14]3=[N:15][CH:16]=[CH:17][CH:18]=[C:13]3[C:12]([C:19]3[CH:28]=[C:27]4[C:22]([CH:23]=[CH:24][CH:25]=[C:26]4[NH:29][C:30]([C:32]4[C:33](=[O:47])[N:34]([CH2:38][C:39]5[CH:44]=[CH:43][C:42]([F:45])=[C:41]([F:46])[CH:40]=5)[CH:35]=[CH:36][CH:37]=4)=[O:31])=[CH:21][CH:20]=3)=[CH:11]2)(=O)=O)C=CC=CC=1.C(Cl)Cl.C[O-].[Na+], predict the reaction product. The product is: [NH:10]1[C:14]2=[N:15][CH:16]=[CH:17][CH:18]=[C:13]2[C:12]([C:19]2[CH:28]=[C:27]3[C:22]([CH:23]=[CH:24][CH:25]=[C:26]3[NH:29][C:30]([C:32]3[C:33](=[O:47])[N:34]([CH2:38][C:39]4[CH:44]=[CH:43][C:42]([F:45])=[C:41]([F:46])[CH:40]=4)[CH:35]=[CH:36][CH:37]=3)=[O:31])=[CH:21][CH:20]=2)=[CH:11]1.